Dataset: Reaction yield outcomes from USPTO patents with 853,638 reactions. Task: Predict the reaction yield, written as a fraction of the theoretical maximum amount of product (1.0 means a 100% yield; for example, 0.34 means a 34% yield). (1) The reactants are [F-].C([N+](CCCC)(CCCC)CCCC)CCC.O1CCCC1.C[Si](C)(C)CC[O:28][C:29]([C:31]1([C:38]2[CH:43]=[CH:42][CH:41]=[C:40]([C:44]([CH3:47])([CH3:46])[CH3:45])[CH:39]=2)[CH2:36][CH2:35][CH2:34][C:33](=[CH2:37])[CH2:32]1)=[O:30]. No catalyst specified. The product is [C:44]([C:40]1[CH:39]=[C:38]([C:31]2([C:29]([OH:30])=[O:28])[CH2:36][CH2:35][CH2:34][C:33](=[CH2:37])[CH2:32]2)[CH:43]=[CH:42][CH:41]=1)([CH3:47])([CH3:45])[CH3:46]. The yield is 1.00. (2) The catalyst is C(Cl)Cl. The reactants are [N:1]1([C:10]([O:12][C:13]([CH3:16])([CH3:15])[CH3:14])=[O:11])[CH:9]2[CH:4]([CH2:5][NH:6][CH2:7][CH2:8]2)[CH2:3][CH2:2]1.Cl[C:18]([O:20][CH2:21][C:22]1[CH:27]=[CH:26][CH:25]=[CH:24][CH:23]=1)=[O:19]. The yield is 0.630. The product is [N:1]1([C:10]([O:12][C:13]([CH3:16])([CH3:15])[CH3:14])=[O:11])[CH:9]2[CH:4]([CH2:5][N:6]([C:18]([O:20][CH2:21][C:22]3[CH:27]=[CH:26][CH:25]=[CH:24][CH:23]=3)=[O:19])[CH2:7][CH2:8]2)[CH2:3][CH2:2]1. (3) The reactants are C([O:8][C:9]1[CH:10]=[N:11][CH:12]=[C:13]([C:15]([CH3:23])([CH3:22])[O:16][SiH2:17][C:18]([CH3:21])([CH3:20])[CH3:19])[CH:14]=1)C1C=CC=CC=1. The catalyst is [Pd].CO. The product is [C:18]([SiH2:17][O:16][C:15]([CH3:23])([CH3:22])[C:13]1[CH:14]=[C:9]([OH:8])[CH:10]=[N:11][CH:12]=1)([CH3:21])([CH3:19])[CH3:20]. The yield is 0.960. (4) The reactants are [Cl:1][C:2]1[C:7]([O:8][CH3:9])=[CH:6][C:5]([O:10][CH3:11])=[C:4]([Cl:12])[C:3]=1[C:13]1[C:24](=[O:25])[NH:23][C:16]2[N:17]=[C:18]([S:21][CH3:22])[N:19]=[CH:20][C:15]=2[CH:14]=1.C([O-])([O-])=O.[K+].[K+].I[CH2:33][CH2:34][CH2:35][N:36]1[CH2:41][CH2:40][N:39]([C:42]([O:44][C:45]([CH3:48])([CH3:47])[CH3:46])=[O:43])[CH2:38][CH2:37]1. The catalyst is CC(C)=O. The product is [Cl:1][C:2]1[C:7]([O:8][CH3:9])=[CH:6][C:5]([O:10][CH3:11])=[C:4]([Cl:12])[C:3]=1[C:13]1[C:24](=[O:25])[N:23]([CH2:33][CH2:34][CH2:35][N:36]2[CH2:41][CH2:40][N:39]([C:42]([O:44][C:45]([CH3:46])([CH3:48])[CH3:47])=[O:43])[CH2:38][CH2:37]2)[C:16]2[N:17]=[C:18]([S:21][CH3:22])[N:19]=[CH:20][C:15]=2[CH:14]=1. The yield is 0.770.